From a dataset of Full USPTO retrosynthesis dataset with 1.9M reactions from patents (1976-2016). Predict the reactants needed to synthesize the given product. (1) The reactants are: [Cl:1][C:2]1[CH:3]=[C:4]([C:9]2([C:15](=[N:17][S:18]([C:20]([CH3:23])([CH3:22])[CH3:21])=[O:19])[CH3:16])[CH2:14][CH2:13][CH2:12][CH2:11][CH2:10]2)[CH:5]=[CH:6][C:7]=1[Cl:8]. Given the product [Cl:1][C:2]1[CH:3]=[C:4]([C:9]2([CH:15]([NH:17][S:18]([C:20]([CH3:21])([CH3:23])[CH3:22])=[O:19])[CH3:16])[CH2:14][CH2:13][CH2:12][CH2:11][CH2:10]2)[CH:5]=[CH:6][C:7]=1[Cl:8], predict the reactants needed to synthesize it. (2) Given the product [CH2:15]([O:17][C:18]([C:20]1([NH:31][C:7](=[O:9])[C:6]2[CH:10]=[CH:11][CH:12]=[C:13]([CH3:14])[C:5]=2[O:4][CH:1]([CH3:2])[CH3:3])[CH2:28][C:27]2[C:22](=[CH:23][CH:24]=[C:25]([C:29]#[N:30])[CH:26]=2)[CH2:21]1)=[O:19])[CH3:16], predict the reactants needed to synthesize it. The reactants are: [CH:1]([O:4][C:5]1[C:13]([CH3:14])=[CH:12][CH:11]=[CH:10][C:6]=1[C:7]([OH:9])=O)([CH3:3])[CH3:2].[CH2:15]([O:17][C:18]([C:20]1([NH2:31])[CH2:28][C:27]2[C:22](=[CH:23][CH:24]=[C:25]([C:29]#[N:30])[CH:26]=2)[CH2:21]1)=[O:19])[CH3:16].CN(C(ON1N=NC2C=CC=NC1=2)=[N+](C)C)C.F[P-](F)(F)(F)(F)F.CCN(C(C)C)C(C)C. (3) Given the product [F:1][C:2]([F:7])([F:6])[C:3]([OH:5])=[O:4].[CH3:10][CH:9]([O:11][C:12]1[NH:13][C:14]([NH2:29])=[C:15]2[C:19]([N:20]=1)=[N:18][C:17]([O:27][CH3:28])=[N:16]2)[CH3:8], predict the reactants needed to synthesize it. The reactants are: [F:1][C:2]([F:7])([F:6])[C:3]([OH:5])=[O:4].[CH3:8][CH:9]([O:11][C:12]1[N:20]=[C:19]2[C:15]([N:16]=[C:17]([O:27][CH3:28])[N:18]2C2CCCCO2)=[C:14]([NH2:29])[N:13]=1)[CH3:10]. (4) Given the product [CH2:1]([CH:3]([N:6]1[C:7]2=[N:8][C:9]([CH3:15])=[C:10]([CH3:14])[N:11]=[C:12]2[N:13]=[CH:16]1)[CH2:4][CH3:5])[CH3:2], predict the reactants needed to synthesize it. The reactants are: [CH2:1]([CH:3]([NH:6][C:7]1[C:12]([NH2:13])=[N:11][C:10]([CH3:14])=[C:9]([CH3:15])[N:8]=1)[CH2:4][CH3:5])[CH3:2].[C:16](OC(OCC)OCC)(=O)C. (5) Given the product [CH3:22][O:21][C:19]1[CH:18]=[CH:17][C:15]2[N:16]=[C:11]([NH:9][CH2:8][CH2:7][N:1]3[CH2:6][CH2:5][O:4][CH2:3][CH2:2]3)[N:12]=[N+:13]([O-:23])[C:14]=2[CH:20]=1, predict the reactants needed to synthesize it. The reactants are: [N:1]1([CH2:7][CH2:8][NH2:9])[CH2:6][CH2:5][O:4][CH2:3][CH2:2]1.Cl[C:11]1[N:12]=[N+:13]([O-:23])[C:14]2[CH:20]=[C:19]([O:21][CH3:22])[CH:18]=[CH:17][C:15]=2[N:16]=1. (6) Given the product [CH2:25]([C:11]12[CH2:17][CH:14]([CH2:15][CH2:16]1)[CH:13]=[CH:12]2)[CH2:26][CH2:23][CH3:24].[CH2:6]([O:5][Si:4]([C:11]12[CH2:17][CH:14]([CH2:15][CH2:16]1)[CH:13]=[CH:12]2)([O:8][CH2:9][CH3:10])[O:3][CH2:1][CH3:2])[CH3:7], predict the reactants needed to synthesize it. The reactants are: [CH2:1]([O:3][Si:4]([C:11]12[CH2:17][CH:14]([CH2:15][CH2:16]1)[CH:13]=[CH:12]2)([O:8][CH2:9][CH3:10])[O:5][CH2:6][CH3:7])[CH3:2].C([SiH]([CH2:23][CH3:24])CC)C.[CH2:25](O)[CH3:26]. (7) The reactants are: S(S([O-])=O)([O-])=O.[Na+].[Na+].[C:9]1([CH:16]=[CH:15][C:13]([OH:14])=[CH:12][CH:11]=1)[OH:10].[CH3:17][C:18](O)(CCCC(C)CCCC(C)CCCC(C)C)[CH:19]=C. Given the product [O:10]1[C:9]2[C:16](=[CH:15][C:13]([OH:14])=[CH:12][CH:11]=2)[CH2:19][CH2:18][CH2:17]1, predict the reactants needed to synthesize it. (8) The reactants are: [F:1][C:2]1[CH:7]=[CH:6][C:5]([C:8]2[CH:9]=[N:10][NH:11][C:12]=2[NH2:13])=[CH:4][CH:3]=1.O=[C:15]([C:22]1[CH:27]=[CH:26][CH:25]=[CH:24][N:23]=1)[CH2:16][C:17](OCC)=[O:18]. Given the product [F:1][C:2]1[CH:3]=[CH:4][C:5]([C:8]2[CH:9]=[N:10][N:11]3[C:17](=[O:18])[CH:16]=[C:15]([C:22]4[CH:27]=[CH:26][CH:25]=[CH:24][N:23]=4)[NH:13][C:12]=23)=[CH:6][CH:7]=1, predict the reactants needed to synthesize it. (9) Given the product [N+:1]([C:4]1[C:12]2[C:7](=[CH:8][CH:9]=[CH:10][CH:11]=2)[N:6]([CH2:16][C:17]([O:19][CH2:20][CH3:21])=[O:18])[CH:5]=1)([O-:3])=[O:2], predict the reactants needed to synthesize it. The reactants are: [N+:1]([C:4]1[C:12]2[C:7](=[CH:8][CH:9]=[CH:10][CH:11]=2)[NH:6][CH:5]=1)([O-:3])=[O:2].[H-].[Na+].Br[CH2:16][C:17]([O:19][CH2:20][CH3:21])=[O:18]. (10) The reactants are: [F:1][C:2]1[CH:3]=[C:4]([NH:18][C:19](=[O:25])[C:20]([O:22]CC)=O)[CH:5]=[CH:6][C:7]=1[O:8][C:9]1[CH:14]=[CH:13][N:12]=[C:11]2[CH:15]=[CH:16][S:17][C:10]=12.[NH:26]1[CH2:30][CH2:29][CH2:28][CH2:27]1. Given the product [F:1][C:2]1[CH:3]=[C:4]([NH:18][C:19](=[O:25])[C:20](=[O:22])[N:26]2[CH2:30][CH2:29][CH2:28][CH2:27]2)[CH:5]=[CH:6][C:7]=1[O:8][C:9]1[CH:14]=[CH:13][N:12]=[C:11]2[CH:15]=[CH:16][S:17][C:10]=12, predict the reactants needed to synthesize it.